This data is from Catalyst prediction with 721,799 reactions and 888 catalyst types from USPTO. The task is: Predict which catalyst facilitates the given reaction. Reactant: [C:1]([O:5][C:6]([N:8]1[CH2:13][CH2:12][CH:11]([C:14]2[N:18]([C:19]3[CH:24]=[CH:23][C:22]([CH:25]([CH3:27])[CH3:26])=[CH:21][CH:20]=3)[N:17]=[CH:16][C:15]=2[C:28](O)=[O:29])[CH2:10][CH2:9]1)=[O:7])([CH3:4])([CH3:3])[CH3:2].C1CCC(N=C=NC2CCCCC2)CC1.[CH3:46][C:47]1[CH:48]=[C:49]([CH:51]=[C:52]([CH3:54])[CH:53]=1)[NH2:50]. Product: [C:1]([O:5][C:6]([N:8]1[CH2:13][CH2:12][CH:11]([C:14]2[N:18]([C:19]3[CH:24]=[CH:23][C:22]([CH:25]([CH3:26])[CH3:27])=[CH:21][CH:20]=3)[N:17]=[CH:16][C:15]=2[C:28](=[O:29])[NH:50][C:49]2[CH:51]=[C:52]([CH3:54])[CH:53]=[C:47]([CH3:46])[CH:48]=2)[CH2:10][CH2:9]1)=[O:7])([CH3:3])([CH3:2])[CH3:4]. The catalyst class is: 79.